This data is from Reaction yield outcomes from USPTO patents with 853,638 reactions. The task is: Predict the reaction yield, written as a fraction of the theoretical maximum amount of product (1.0 means a 100% yield; for example, 0.34 means a 34% yield). The reactants are Br[C:2]1[CH:7]=[CH:6][C:5]([C:8]2[C:12]3[CH2:13][C:14]4[S:15][CH:16]=[CH:17][C:18]=4[C:11]=3[N:10]([CH2:19][O:20][CH2:21][CH2:22][Si:23]([CH3:26])([CH3:25])[CH3:24])[N:9]=2)=[CH:4][CH:3]=1.[CH:27](/B(O)O)=[CH:28]\[C:29]1[CH:34]=[CH:33][CH:32]=[CH:31][CH:30]=1.C([O-])([O-])=O.[Na+].[Na+]. The catalyst is C1(C)C=CC=CC=1.C(O)C.Cl[Pd](Cl)([P](C1C=CC=CC=1)(C1C=CC=CC=1)C1C=CC=CC=1)[P](C1C=CC=CC=1)(C1C=CC=CC=1)C1C=CC=CC=1. The product is [CH:27]([C:2]1[CH:3]=[CH:4][C:5]([C:8]2[C:12]3[CH2:13][C:14]4[S:15][CH:16]=[CH:17][C:18]=4[C:11]=3[N:10]([CH2:19][O:20][CH2:21][CH2:22][Si:23]([CH3:24])([CH3:25])[CH3:26])[N:9]=2)=[CH:6][CH:7]=1)=[CH:28][C:29]1[CH:34]=[CH:33][CH:32]=[CH:31][CH:30]=1. The yield is 0.680.